From a dataset of Forward reaction prediction with 1.9M reactions from USPTO patents (1976-2016). Predict the product of the given reaction. (1) Given the reactants [F:1][C:2]([F:14])([O:6][C:7]1[CH:8]=[C:9]([CH3:13])[CH:10]=[CH:11][CH:12]=1)[CH:3]([F:5])[F:4].[Br:15]N1C(=O)CCC1=O.N([C:30]([CH3:34])(C)C#N)=NC(C)(C)C#N, predict the reaction product. The product is: [CH2:30]([C:8]1[C:7]([O:6][C:2]([F:14])([F:1])[CH:3]([F:4])[F:5])=[CH:12][CH:11]=[CH:10][C:9]=1[CH2:13][Br:15])[CH3:34]. (2) Given the reactants [N+:1]([C:4]1[CH:5]=[CH:6][C:7]([O:10][C:11]2[CH:12]=[C:13]3[C:18](=[CH:19][CH:20]=2)[CH:17]=[C:16]([C:21]([O:23][CH2:24][CH3:25])=[O:22])[CH:15]=[CH:14]3)=[N:8][CH:9]=1)([O-])=O, predict the reaction product. The product is: [NH2:1][C:4]1[CH:5]=[CH:6][C:7]([O:10][C:11]2[CH:12]=[C:13]3[C:18](=[CH:19][CH:20]=2)[CH:17]=[C:16]([C:21]([O:23][CH2:24][CH3:25])=[O:22])[CH:15]=[CH:14]3)=[N:8][CH:9]=1. (3) Given the reactants [F:1][C:2]1[CH:3]=[C:4]([CH2:11][C:12]([OH:14])=[O:13])[C:5]([O:9][CH3:10])=[CH:6][C:7]=1[F:8].OS(O)(=O)=O.[CH3:20]O, predict the reaction product. The product is: [F:1][C:2]1[CH:3]=[C:4]([CH2:11][C:12]([O:14][CH3:20])=[O:13])[C:5]([O:9][CH3:10])=[CH:6][C:7]=1[F:8]. (4) Given the reactants C([O:8][C:9]1[C:10]([CH2:19][CH2:20][CH2:21][CH2:22][CH2:23][CH2:24][CH2:25][CH2:26][CH2:27][CH3:28])=[N:11][C:12]([N:16]([CH3:18])[CH3:17])=[N:13][C:14]=1[CH3:15])C1C=CC=CC=1, predict the reaction product. The product is: [CH2:19]([C:10]1[C:9]([OH:8])=[C:14]([CH3:15])[N:13]=[C:12]([N:16]([CH3:18])[CH3:17])[N:11]=1)[CH2:20][CH2:21][CH2:22][CH2:23][CH2:24][CH2:25][CH2:26][CH2:27][CH3:28]. (5) Given the reactants [C:1]1([CH3:11])[CH:6]=[CH:5][CH:4]=[C:3](/[CH:7]=[CH:8]/[CH:9]=[O:10])[CH:2]=1.Br[CH2:13][C:14]1[CH:27]=[CH:26][CH:25]=[CH:24][C:15]=1[O:16][Si](C(C)(C)C)(C)C, predict the reaction product. The product is: [C:1]1([CH3:11])[CH:6]=[CH:5][CH:4]=[C:3]([C@H:7]2[CH2:8][C:9](=[O:10])[O:16][C:15]3[CH:24]=[CH:25][CH:26]=[CH:27][C:14]=3[CH2:13]2)[CH:2]=1. (6) Given the reactants C(O[C:4]([C:6]1[C:7]2[S:14][CH:13]=[C:12]([CH2:15][O:16][C:17]3[CH:22]=[CH:21][CH:20]=[C:19]([NH:23][C:24](=[O:32])[C:25]4[CH:30]=[CH:29][CH:28]=[CH:27][C:26]=4[Cl:31])[CH:18]=3)[C:8]=2[CH:9]=[N:10][CH:11]=1)=[O:5])C.[CH2:33]([CH2:35][NH2:36])[OH:34], predict the reaction product. The product is: [OH:34][CH2:33][CH2:35][NH:36][C:4]([C:6]1[C:7]2[S:14][CH:13]=[C:12]([CH2:15][O:16][C:17]3[CH:22]=[CH:21][CH:20]=[C:19]([NH:23][C:24](=[O:32])[C:25]4[CH:30]=[CH:29][CH:28]=[CH:27][C:26]=4[Cl:31])[CH:18]=3)[C:8]=2[CH:9]=[N:10][CH:11]=1)=[O:5]. (7) Given the reactants [BH4-].[Na+].[F:3][C:4]([F:19])([F:18])[C:5]1[CH:17]=[CH:16][C:8]([C:9]([CH:11]2[CH2:13][CH:12]2[C:14]#[N:15])=[O:10])=[CH:7][CH:6]=1.[Cl-].[NH4+], predict the reaction product. The product is: [OH:10][CH:9]([C:8]1[CH:7]=[CH:6][C:5]([C:4]([F:3])([F:18])[F:19])=[CH:17][CH:16]=1)[CH:11]1[CH2:13][CH:12]1[C:14]#[N:15].